Dataset: Forward reaction prediction with 1.9M reactions from USPTO patents (1976-2016). Task: Predict the product of the given reaction. (1) Given the reactants [CH3:1][C:2]([CH3:18])([CH3:17])[CH2:3][C:4]([NH:6][C:7]1[CH:8]=[C:9]2[C:14](=[CH:15][CH:16]=1)[N:13]=[CH:12][CH:11]=[CH:10]2)=[O:5].FC(F)(F)C(O)=O, predict the reaction product. The product is: [CH3:1][C:2]([CH3:18])([CH3:17])[CH2:3][C:4]([NH:6][C:7]1[CH:8]=[C:9]2[C:14](=[CH:15][CH:16]=1)[NH:13][CH2:12][CH2:11][CH2:10]2)=[O:5]. (2) Given the reactants [C:1]1([CH:7]=[CH:8][C:9]2[CH:14]=[CH:13][CH:12]=[CH:11][C:10]=2[N+:15]([O-])=O)[CH:6]=[CH:5][CH:4]=[CH:3][CH:2]=1.Cl.[Sn], predict the reaction product. The product is: [C:1]1([CH:7]=[CH:8][C:9]2[CH:14]=[CH:13][CH:12]=[CH:11][C:10]=2[NH2:15])[CH:2]=[CH:3][CH:4]=[CH:5][CH:6]=1. (3) Given the reactants [F:1][C:2]1[CH:11]=[CH:10][C:9]([F:12])=[C:8]2[C:3]=1[C:4](=[O:26])[C:5]([C:21]([O:23]CC)=[O:22])=[CH:6][N:7]2[CH2:13][C:14]1[CH:19]=[CH:18][C:17](I)=[CH:16][CH:15]=1.N1C2C=CC=CC=2NC=1.O[C:37]1[CH:38]=[CH:39][CH:40]=[C:41]2[C:46]=1[N:45]=[CH:44][CH:43]=C2.C(=O)([O-])[O-].[Cs+].[Cs+].[Al].Cl, predict the reaction product. The product is: [F:1][C:2]1[CH:11]=[CH:10][C:9]([F:12])=[C:8]2[C:3]=1[C:4](=[O:26])[C:5]([C:21]([OH:23])=[O:22])=[CH:6][N:7]2[CH2:13][C:14]1[CH:15]=[CH:16][C:17]([N:45]2[C:46]3[C:37](=[CH:38][CH:39]=[CH:40][CH:41]=3)[CH:43]=[CH:44]2)=[CH:18][CH:19]=1. (4) Given the reactants [Si:1]([O:18][C@H:19]1[C:28]2[C:23](=[CH:24][C:25]([F:29])=[CH:26][CH:27]=2)[C@H:22]([NH:30][C:31]2[C:36]([NH2:37])=[CH:35][N:34]=[C:33]([N:38]3[C:42]4[CH:43]=[C:44]([F:47])[CH:45]=[CH:46][C:41]=4[N:40]=[CH:39]3)[N:32]=2)[CH2:21][CH2:20]1)([C:14]([CH3:17])([CH3:16])[CH3:15])([C:8]1[CH:13]=[CH:12][CH:11]=[CH:10][CH:9]=1)[C:2]1[CH:7]=[CH:6][CH:5]=[CH:4][CH:3]=1.C1N=CN([C:53](N2C=NC=C2)=[O:54])C=1, predict the reaction product. The product is: [Si:1]([O:18][C@H:19]1[C:28]2[C:23](=[CH:24][C:25]([F:29])=[CH:26][CH:27]=2)[C@H:22]([N:30]2[C:53](=[O:54])[NH:37][C:36]3[C:31]2=[N:32][C:33]([N:38]2[C:42]4[CH:43]=[C:44]([F:47])[CH:45]=[CH:46][C:41]=4[N:40]=[CH:39]2)=[N:34][CH:35]=3)[CH2:21][CH2:20]1)([C:14]([CH3:16])([CH3:15])[CH3:17])([C:2]1[CH:3]=[CH:4][CH:5]=[CH:6][CH:7]=1)[C:8]1[CH:9]=[CH:10][CH:11]=[CH:12][CH:13]=1. (5) Given the reactants [C-:1]#[N:2].[Na+].[CH:4]([C:7]1[C:15]2[C:10](=[CH:11][CH:12]=[C:13]([O:16][C:17]3[C:24]([C:25]([F:28])([F:27])[F:26])=[CH:23][C:20]([CH2:21]Br)=[CH:19][C:18]=3[C:29]([F:32])([F:31])[F:30])[CH:14]=2)[NH:9][CH:8]=1)([CH3:6])[CH3:5], predict the reaction product. The product is: [CH:4]([C:7]1[C:15]2[C:10](=[CH:11][CH:12]=[C:13]([O:16][C:17]3[C:24]([C:25]([F:28])([F:27])[F:26])=[CH:23][C:20]([CH2:21][C:1]#[N:2])=[CH:19][C:18]=3[C:29]([F:32])([F:31])[F:30])[CH:14]=2)[NH:9][CH:8]=1)([CH3:6])[CH3:5]. (6) Given the reactants [CH3:1][C:2]1([C:7]2[O:11][C:10]([CH2:12][N:13]3[CH:17]=[CH:16][C:15]([NH2:18])=[N:14]3)=[CH:9][CH:8]=2)[O:6]CCO1.[CH3:19][O:20][C:21]1[CH:26]=[CH:25][C:24]([C:27]2[O:31][C:30]([CH3:32])=[N:29][C:28]=2[C:33](O)=[O:34])=[CH:23][CH:22]=1, predict the reaction product. The product is: [C:2]([C:7]1[O:11][C:10]([CH2:12][N:13]2[CH:17]=[CH:16][C:15]([NH:18][C:33]([C:28]3[N:29]=[C:30]([CH3:32])[O:31][C:27]=3[C:24]3[CH:25]=[CH:26][C:21]([O:20][CH3:19])=[CH:22][CH:23]=3)=[O:34])=[N:14]2)=[CH:9][CH:8]=1)(=[O:6])[CH3:1]. (7) The product is: [C:13]([O:17][C:18]([N:19]1[CH2:23][CH2:24][N:11]([C:10]2[C:4]3[O:3][C:2]([F:1])([F:12])[O:6][C:5]=3[CH:7]=[CH:8][CH:9]=2)[CH2:21][CH2:20]1)=[O:26])([CH3:16])([CH3:15])[CH3:14]. Given the reactants [F:1][C:2]1([F:12])[O:6][C:5]2[CH:7]=[CH:8][CH:9]=[C:10]([NH2:11])[C:4]=2[O:3]1.[C:13]([O:17][C:18](=[O:26])[N:19]([CH2:23][CH2:24]Cl)[CH2:20][CH2:21]Cl)([CH3:16])([CH3:15])[CH3:14].[H-].[Na+], predict the reaction product. (8) Given the reactants [CH2:1]([O:3][C:4]([C:6]1[C:7](OS(C)(=O)=O)=[N:8][C:9]2[C:14]([C:15]=1[CH2:16][C:17]1[CH:22]=[CH:21][CH:20]=[CH:19][C:18]=1[C:23]([F:26])([F:25])[F:24])=[CH:13][C:12]([Cl:27])=[CH:11][CH:10]=2)=[O:5])[CH3:2].[NH:33]1[CH2:38][CH2:37][CH2:36][CH2:35][CH2:34]1, predict the reaction product. The product is: [CH2:1]([O:3][C:4]([C:6]1[C:7]([N:33]2[CH2:38][CH2:37][CH2:36][CH2:35][CH2:34]2)=[N:8][C:9]2[C:14]([C:15]=1[CH2:16][C:17]1[CH:22]=[CH:21][CH:20]=[CH:19][C:18]=1[C:23]([F:25])([F:24])[F:26])=[CH:13][C:12]([Cl:27])=[CH:11][CH:10]=2)=[O:5])[CH3:2].